This data is from Peptide-MHC class I binding affinity with 185,985 pairs from IEDB/IMGT. The task is: Regression. Given a peptide amino acid sequence and an MHC pseudo amino acid sequence, predict their binding affinity value. This is MHC class I binding data. (1) The MHC is Mamu-A07 with pseudo-sequence Mamu-A07. The binding affinity (normalized) is 0. The peptide sequence is NRTIISLN. (2) The peptide sequence is KPPTKGANF. The MHC is Mamu-A01 with pseudo-sequence Mamu-A01. The binding affinity (normalized) is 0.317. (3) The peptide sequence is IGEWAFWET. The MHC is HLA-A02:01 with pseudo-sequence HLA-A02:01. The binding affinity (normalized) is 0.